Dataset: Forward reaction prediction with 1.9M reactions from USPTO patents (1976-2016). Task: Predict the product of the given reaction. (1) Given the reactants [Cl:1][C:2]1[C:3]2[C:4]3[CH2:5][C@H:6]([CH2:15][CH2:16][OH:17])[CH2:7][CH2:8][C:9]=3[S:10][C:11]=2[N:12]=[CH:13][N:14]=1.[CH3:18][C:19]([Si:22](Cl)([CH3:24])[CH3:23])([CH3:21])[CH3:20].N1C=CN=C1, predict the reaction product. The product is: [Si:22]([O:17][CH2:16][CH2:15][C@H:6]1[CH2:5][C:4]2[C:3]3[C:2]([Cl:1])=[N:14][CH:13]=[N:12][C:11]=3[S:10][C:9]=2[CH2:8][CH2:7]1)([C:19]([CH3:21])([CH3:20])[CH3:18])([CH3:24])[CH3:23]. (2) Given the reactants [N+:1]([C:4]1[CH:9]=[CH:8][C:7]([N:10]2[CH2:15][CH2:14][N:13]3[CH2:16][CH2:17][CH2:18][C@@H:12]3[CH2:11]2)=[CH:6][C:5]=1[O:19][CH:20]([CH3:22])[CH3:21])([O-])=O.O.NN, predict the reaction product. The product is: [CH2:11]1[N:10]([C:7]2[CH:8]=[CH:9][C:4]([NH2:1])=[C:5]([O:19][CH:20]([CH3:22])[CH3:21])[CH:6]=2)[CH2:15][CH2:14][N:13]2[CH2:16][CH2:17][CH2:18][C@H:12]12. (3) Given the reactants [Br:1][C:2]1[N:6]=[CH:5][NH:4][N:3]=1.C([O-])([O-])=O.[Cs+].[Cs+].CS(C)=O.I[C:18]1[CH:23]=[CH:22][C:21]([O:24][C:25]([F:28])([F:27])[F:26])=[CH:20][CH:19]=1, predict the reaction product. The product is: [Br:1][C:2]1[N:6]=[CH:5][N:4]([C:18]2[CH:19]=[CH:20][C:21]([O:24][C:25]([F:26])([F:27])[F:28])=[CH:22][CH:23]=2)[N:3]=1. (4) Given the reactants [F:1][C:2]1[CH:7]=[C:6]([F:8])[CH:5]=[CH:4][C:3]=1[C:9]([OH:34])([CH2:28][N:29]1[CH:33]=[N:32][N:31]=[N:30]1)[C:10]([C:13]1[N:18]=[CH:17][C:16]([O:19][C:20]2[CH:27]=[CH:26][C:23](C#N)=[CH:22][CH:21]=2)=[CH:15][CH:14]=1)([F:12])[F:11].C1(B(O)O)C=CC=CC=1, predict the reaction product. The product is: [F:1][C:2]1[CH:7]=[C:6]([F:8])[CH:5]=[CH:4][C:3]=1[C:9]([OH:34])([CH2:28][N:29]1[CH:33]=[N:32][N:31]=[N:30]1)[C:10]([F:12])([F:11])[C:13]1[CH:14]=[CH:15][C:16]([O:19][C:20]2[CH:21]=[CH:22][CH:23]=[CH:26][CH:27]=2)=[CH:17][N:18]=1. (5) Given the reactants Br[C:2]1[S:3][CH:4]=[CH:5][CH:6]=1.[Li]CCCC.[Cl:12][C:13]1[CH:18]=[CH:17][CH:16]=[CH:15][C:14]=1[C:19]1[N:20]([C:35]2[CH:40]=[CH:39][C:38]([Cl:41])=[CH:37][CH:36]=2)[C:21]([CH2:33][CH3:34])=[C:22]([C:24](N2CCC(=O)CC2)=[O:25])[N:23]=1, predict the reaction product. The product is: [Cl:12][C:13]1[CH:18]=[CH:17][CH:16]=[CH:15][C:14]=1[C:19]1[N:20]([C:35]2[CH:36]=[CH:37][C:38]([Cl:41])=[CH:39][CH:40]=2)[C:21]([CH2:33][CH3:34])=[C:22]([C:24]([C:2]2[S:3][CH:4]=[CH:5][CH:6]=2)=[O:25])[N:23]=1. (6) Given the reactants [CH2:1]([C@H:8]([NH:31][C:32](=[O:38])[O:33][C:34](C)([CH3:36])[CH3:35])[C@@H:9]([OH:30])[CH:10]([NH:18][S:19]([C:22]1[CH:27]=[CH:26][C:25]([O:28][CH3:29])=[CH:24][CH:23]=1)(=[O:21])=[O:20])[O:11][CH:12]1[CH2:17][CH2:16][CH2:15][CH2:14][CH2:13]1)[C:2]1[CH:7]=[CH:6][CH:5]=[CH:4][CH:3]=1.[C:39](=O)([O:49]C1C=CC([N+]([O-])=O)=CC=1)[O:40][C@H:41]1[O:49][C@H:39]2[O:40][CH2:41][CH2:42][C@H]2[CH2:42]1.C(N(C(C)C)CC)(C)C.C(#N)C, predict the reaction product. The product is: [CH2:1]([C@H:8]([NH:31][C:32](=[O:38])[O:33][C@@H:34]1[C@H:35]2[C@H:39]([O:40][CH2:41][CH2:42]2)[O:49][CH2:36]1)[C@@H:9]([OH:30])[CH:10]([NH:18][S:19]([C:22]1[CH:27]=[CH:26][C:25]([O:28][CH3:29])=[CH:24][CH:23]=1)(=[O:21])=[O:20])[O:11][CH:12]1[CH2:17][CH2:16][CH2:15][CH2:14][CH2:13]1)[C:2]1[CH:7]=[CH:6][CH:5]=[CH:4][CH:3]=1. (7) The product is: [NH3:8].[CH3:12][OH:13].[Br:1][C:2]1[CH:10]=[C:9]2[C:5]([CH:6]=[CH:7][N:8]2[CH2:11][CH2:12][N:16]([CH3:17])[CH3:14])=[CH:4][CH:3]=1. Given the reactants [Br:1][C:2]1[CH:10]=[C:9]2[C:5]([CH:6]=[CH:7][N:8]2[CH2:11][CH2:12][OH:13])=[CH:4][CH:3]=1.[CH2:14]([N:16](CC)[CH2:17]C)C.CS(Cl)(=O)=O.CNC, predict the reaction product. (8) Given the reactants Cl[C:2]1[CH:11]=[C:10]2[C:5]([CH:6]=[C:7]([C:14]3[CH:19]=[C:18]([F:20])[CH:17]=[CH:16][C:15]=3[CH3:21])[N+:8]([O-:13])=[C:9]2[CH3:12])=[CH:4][N:3]=1.[CH:22]1([C:25]([NH2:27])=[O:26])[CH2:24][CH2:23]1.C(=O)([O-])[O-].[Cs+].[Cs+], predict the reaction product. The product is: [CH:22]1([C:25]([NH:27][C:2]2[CH:11]=[C:10]3[C:5]([CH:6]=[C:7]([C:14]4[CH:19]=[C:18]([F:20])[CH:17]=[CH:16][C:15]=4[CH3:21])[N+:8]([O-:13])=[C:9]3[CH3:12])=[CH:4][N:3]=2)=[O:26])[CH2:24][CH2:23]1.